Dataset: Peptide-MHC class I binding affinity with 185,985 pairs from IEDB/IMGT. Task: Regression. Given a peptide amino acid sequence and an MHC pseudo amino acid sequence, predict their binding affinity value. This is MHC class I binding data. The peptide sequence is WLKHIEKNY. The MHC is HLA-B08:01 with pseudo-sequence HLA-B08:01. The binding affinity (normalized) is 0.0847.